Dataset: Forward reaction prediction with 1.9M reactions from USPTO patents (1976-2016). Task: Predict the product of the given reaction. Given the reactants [Cl:1][C:2]1[CH:3]=[C:4]([CH:14]=[C:15]([Cl:17])[CH:16]=1)[O:5][C:6]1[CH:13]=[CH:12][C:9]([C:10]#[N:11])=[CH:8][CH:7]=1.C1COCC1.[H-].[Al+3].[Li+].[H-].[H-].[H-].[OH-].[Na+], predict the reaction product. The product is: [Cl:1][C:2]1[CH:3]=[C:4]([CH:14]=[C:15]([Cl:17])[CH:16]=1)[O:5][C:6]1[CH:7]=[CH:8][C:9]([CH2:10][NH2:11])=[CH:12][CH:13]=1.